From a dataset of Full USPTO retrosynthesis dataset with 1.9M reactions from patents (1976-2016). Predict the reactants needed to synthesize the given product. (1) Given the product [CH3:22][O:21][C:19](=[O:20])[CH2:18][CH2:17][CH2:16][CH2:15][CH2:14][NH:13][S:8]([C:4]1[CH:3]=[N:2][CH:7]=[CH:6][CH:5]=1)(=[O:10])=[O:9], predict the reactants needed to synthesize it. The reactants are: Cl.[N:2]1[CH:7]=[CH:6][CH:5]=[C:4]([S:8](Cl)(=[O:10])=[O:9])[CH:3]=1.Cl.[NH2:13][CH2:14][CH2:15][CH2:16][CH2:17][CH2:18][C:19]([O:21][CH3:22])=[O:20].C(N(CC)CC)C. (2) Given the product [CH:1]1([N:4]([CH:19]2[CH2:24][CH2:23][N:22]([CH2:25][C:26]([OH:28])([CH3:29])[CH3:27])[CH2:21][CH2:20]2)[C:5](=[O:18])[C:6]2[CH:11]=[CH:10][C:9]([C:12]3[O:16][CH:15]=[N:14][CH:13]=3)=[C:8]([F:17])[CH:7]=2)[CH2:2][CH2:3]1, predict the reactants needed to synthesize it. The reactants are: [CH:1]1([N:4]([CH:19]2[CH2:24][CH2:23][NH:22][CH2:21][CH2:20]2)[C:5](=[O:18])[C:6]2[CH:11]=[CH:10][C:9]([C:12]3[O:16][CH:15]=[N:14][CH:13]=3)=[C:8]([F:17])[CH:7]=2)[CH2:3][CH2:2]1.[CH3:25][C:26]1([CH3:29])[O:28][CH2:27]1. (3) Given the product [CH3:39][O:38][C:34]1[C:33](=[O:40])[N:32]([C:20]2[CH:19]=[C:18]([NH:17][C:15]([C:9]3[C:10](=[O:14])[O:11][C:12]4[C:7]([CH:8]=3)=[CH:6][CH:5]=[C:4]([N:3]([CH2:1][CH2:2][C:10]([O:11][CH3:12])=[O:14])[CH2:41][CH2:42][C:45]([O:44][CH3:43])=[O:69])[CH:13]=4)=[O:16])[CH:23]=[C:22]([N:24]3[C:28](=[O:29])[CH:27]=[C:26]([CH3:30])[C:25]3=[O:31])[CH:21]=2)[C:36](=[O:37])[CH:35]=1, predict the reactants needed to synthesize it. The reactants are: [CH2:1]([N:3]([CH2:41][CH3:42])[C:4]1[CH:13]=[C:12]2[C:7]([CH:8]=[C:9]([C:15]([NH:17][C:18]3[CH:23]=[C:22]([N:24]4[C:28](=[O:29])[CH:27]=[C:26]([CH3:30])[C:25]4=[O:31])[CH:21]=[C:20]([N:32]4[C:36](=[O:37])[CH:35]=[C:34]([O:38][CH3:39])[C:33]4=[O:40])[CH:19]=3)=[O:16])[C:10](=[O:14])[O:11]2)=[CH:6][CH:5]=1)[CH3:2].[CH3:43][O:44][C:45](=[O:69])CCN(CC[C:45](=[O:69])[O:44][CH3:43])C1C=[C:43]2C(C=C(C(O)=O)[C:45](=[O:69])[O:44]2)=CC=1. (4) Given the product [CH3:29][O:28][C:26]1[CH:25]=[N:24][CH:23]=[C:22]([C:20]#[C:21][C:14]2[N:15]=[C:16]([CH3:19])[S:17][CH:18]=2)[CH:27]=1, predict the reactants needed to synthesize it. The reactants are: C(N(CC)CC)C.CN(C=O)C.Br[C:14]1[N:15]=[C:16]([CH3:19])[S:17][CH:18]=1.[C:20]([C:22]1[CH:23]=[N:24][CH:25]=[C:26]([O:28][CH3:29])[CH:27]=1)#[CH:21]. (5) Given the product [F:9][C:5]1[C:6]([CH3:8])=[CH:7][C:2]([C:12]#[N:13])=[C:3]([O:10][CH3:11])[CH:4]=1, predict the reactants needed to synthesize it. The reactants are: Br[C:2]1[CH:7]=[C:6]([CH3:8])[C:5]([F:9])=[CH:4][C:3]=1[O:10][CH3:11].[C:12]([Cu])#[N:13].[Li+].[Cl-].Cl. (6) Given the product [CH:1]1([CH2:4][NH:5][C:6](=[O:17])[CH2:7][C:8]2[CH:9]=[CH:10][C:11]([C:12]([N:37]3[CH2:38][CH2:39][N:34]([CH2:33][C:30]4[CH:31]=[CH:32][C:27]([C:21]([OH:26])([C:22]([F:23])([F:24])[F:25])[C:20]([F:41])([F:19])[F:40])=[CH:28][CH:29]=4)[CH2:35][CH2:36]3)=[O:14])=[CH:15][CH:16]=2)[CH2:2][CH2:3]1, predict the reactants needed to synthesize it. The reactants are: [CH:1]1([CH2:4][NH:5][C:6](=[O:17])[CH2:7][C:8]2[CH:16]=[CH:15][C:11]([C:12]([O-:14])=O)=[CH:10][CH:9]=2)[CH2:3][CH2:2]1.[Na+].[F:19][C:20]([F:41])([F:40])[C:21]([C:27]1[CH:32]=[CH:31][C:30]([CH2:33][N:34]2[CH2:39][CH2:38][NH:37][CH2:36][CH2:35]2)=[CH:29][CH:28]=1)([OH:26])[C:22]([F:25])([F:24])[F:23].C(N(CC)CC)C.CCCP1(OP(CCC)(=O)OP(CCC)(=O)O1)=O.